From a dataset of Peptide-MHC class II binding affinity with 134,281 pairs from IEDB. Regression. Given a peptide amino acid sequence and an MHC pseudo amino acid sequence, predict their binding affinity value. This is MHC class II binding data. The peptide sequence is FVVTGRVYCDPCRAG. The MHC is DRB1_1001 with pseudo-sequence DRB1_1001. The binding affinity (normalized) is 0.176.